The task is: Predict which catalyst facilitates the given reaction.. This data is from Catalyst prediction with 721,799 reactions and 888 catalyst types from USPTO. (1) Reactant: C([Si](C)(C)[O:6][CH2:7][C:8]([C:11]1[CH:16]=[CH:15][C:14]([NH:17][C:18]([C:20]2[N:21](COCC[Si](C)(C)C)[CH:22]=[C:23]([C:25]#[N:26])[N:24]=2)=[O:19])=[C:13]([C:35]2[CH2:40][CH2:39][C:38]([CH3:42])([CH3:41])[CH2:37][CH:36]=2)[CH:12]=1)([CH3:10])[CH3:9])(C)(C)C.O.[F-].C([N+](CCCC)(CCCC)CCCC)CCC.CCOC(C)=O. Product: [CH3:41][C:38]1([CH3:42])[CH2:39][CH2:40][C:35]([C:13]2[CH:12]=[C:11]([C:8]([CH3:9])([CH3:10])[CH2:7][OH:6])[CH:16]=[CH:15][C:14]=2[NH:17][C:18]([C:20]2[NH:21][CH:22]=[C:23]([C:25]#[N:26])[N:24]=2)=[O:19])=[CH:36][CH2:37]1. The catalyst class is: 1. (2) Reactant: [Cl:1][C:2]1[CH:7]=[CH:6][CH:5]=[C:4]([Cl:8])[C:3]=1[N:9]1[C:18]2[C:13](=[C:14]([C:21]3[CH:26]=[CH:25][C:24]([F:27])=[CH:23][C:22]=3[F:28])[CH:15]=[C:16]([O:19]C)[CH:17]=2)[CH2:12][CH2:11][C:10]1=[O:29].B(Br)(Br)Br. Product: [Cl:1][C:2]1[CH:7]=[CH:6][CH:5]=[C:4]([Cl:8])[C:3]=1[N:9]1[C:18]2[C:13](=[C:14]([C:21]3[CH:26]=[CH:25][C:24]([F:27])=[CH:23][C:22]=3[F:28])[CH:15]=[C:16]([OH:19])[CH:17]=2)[CH2:12][CH2:11][C:10]1=[O:29]. The catalyst class is: 2. (3) Reactant: [C:1]([Si:5]([CH3:23])([CH3:22])[O:6][C@@H:7]1[C:15]2[C:10](=[C:11]([CH:16]([OH:21])[C:17]([CH3:20])([CH3:19])[CH3:18])[CH:12]=[CH:13][CH:14]=2)[CH2:9][CH2:8]1)([CH3:4])([CH3:3])[CH3:2]. Product: [C:1]([Si:5]([CH3:23])([CH3:22])[O:6][C@@H:7]1[C:15]2[C:10](=[C:11]([C:16](=[O:21])[C:17]([CH3:20])([CH3:19])[CH3:18])[CH:12]=[CH:13][CH:14]=2)[CH2:9][CH2:8]1)([CH3:4])([CH3:3])[CH3:2]. The catalyst class is: 4. (4) Reactant: [CH2:1]([O:3][C:4]([C:6]1[C:14]2[C:9](=[CH:10][C:11]([Br:21])=[C:12]([CH2:15][C:16]([O:18]CC)=[O:17])[CH:13]=2)[NH:8][C:7]=1[CH3:22])=[O:5])[CH3:2].[OH-].[K+]. The catalyst class is: 8. Product: [CH2:1]([O:3][C:4]([C:6]1[C:14]2[C:9](=[CH:10][C:11]([Br:21])=[C:12]([CH2:15][C:16]([OH:18])=[O:17])[CH:13]=2)[NH:8][C:7]=1[CH3:22])=[O:5])[CH3:2]. (5) Reactant: [CH3:1][O:2][C:3](=[O:18])[NH:4][C@@H:5]1[C@@H:9]([NH2:10])[CH2:8][N:7]([CH2:11][C:12]2[CH:17]=[CH:16][CH:15]=[CH:14][CH:13]=2)[CH2:6]1.[F:19][C:20]([F:28])([CH2:26][Cl:27])[CH2:21][CH2:22][C:23](O)=[O:24].C(N(CC)CC)C. Product: [CH3:1][O:2][C:3](=[O:18])[NH:4][C@@H:5]1[C@@H:9]([NH:10][C:23](=[O:24])[CH2:22][CH2:21][C:20]([F:28])([F:19])[CH2:26][Cl:27])[CH2:8][N:7]([CH2:11][C:12]2[CH:17]=[CH:16][CH:15]=[CH:14][CH:13]=2)[CH2:6]1. The catalyst class is: 25.